This data is from Full USPTO retrosynthesis dataset with 1.9M reactions from patents (1976-2016). The task is: Predict the reactants needed to synthesize the given product. (1) Given the product [CH3:21][S:20][C:16]1[N:15]=[C:14]([C:2]2[O:23][CH:22]=[N:24][C:3]=2[C:5]2[CH:10]=[CH:9][CH:8]=[C:7]([N+:11]([O-:13])=[O:12])[CH:6]=2)[CH:19]=[CH:18][N:17]=1, predict the reactants needed to synthesize it. The reactants are: Br[CH:2]([C:14]1[CH:19]=[CH:18][N:17]=[C:16]([S:20][CH3:21])[N:15]=1)[C:3]([C:5]1[CH:10]=[CH:9][CH:8]=[C:7]([N+:11]([O-:13])=[O:12])[CH:6]=1)=O.[CH:22]([NH2:24])=[O:23].C(Cl)Cl. (2) Given the product [CH2:16]([NH:15][C:11]1[C:12]([NH2:14])=[N:13][C:8]([O:1][C:2]2[CH:3]=[CH:4][CH:5]=[CH:6][CH:7]=2)=[CH:9][CH:10]=1)[C:17]1[CH:22]=[CH:21][CH:20]=[CH:19][CH:18]=1, predict the reactants needed to synthesize it. The reactants are: [O:1]([C:8]1[N:13]=[C:12]([NH2:14])[C:11]([NH2:15])=[CH:10][CH:9]=1)[C:2]1[CH:7]=[CH:6][CH:5]=[CH:4][CH:3]=1.[CH2:16](Br)[C:17]1[CH:22]=[CH:21][CH:20]=[CH:19][CH:18]=1. (3) Given the product [CH2:11]([NH:13][C:2]1[C:7]([N+:8]([O-:10])=[O:9])=[CH:6][CH:5]=[CH:4][N:3]=1)[CH3:12], predict the reactants needed to synthesize it. The reactants are: Cl[C:2]1[C:7]([N+:8]([O-:10])=[O:9])=[CH:6][CH:5]=[CH:4][N:3]=1.[CH2:11]([NH2:13])[CH3:12].C(O)C. (4) Given the product [O:1]1[C:5]2[CH:6]=[CH:7][C:8]([C:10]([C:14]3[CH:22]=[CH:21][C:20]([O:23][CH3:24])=[CH:19][C:15]=3[C:16]([OH:18])=[O:17])=[O:12])=[CH:9][C:4]=2[O:3][CH2:2]1, predict the reactants needed to synthesize it. The reactants are: [O:1]1[C:5]2[CH:6]=[CH:7][C:8]([C:10]([OH:12])=O)=[CH:9][C:4]=2[O:3][CH2:2]1.Br[C:14]1[CH:22]=[CH:21][C:20]([O:23][CH3:24])=[CH:19][C:15]=1[C:16]([OH:18])=[O:17].